From a dataset of Retrosynthesis with 50K atom-mapped reactions and 10 reaction types from USPTO. Predict the reactants needed to synthesize the given product. (1) Given the product N#Cc1ccc(-n2c(Br)cnc2SCC(=O)NCC(=O)O)c2ccccc12, predict the reactants needed to synthesize it. The reactants are: CCOC(=O)CNC(=O)CSc1ncc(Br)n1-c1ccc(C#N)c2ccccc12. (2) Given the product COc1ccc(Cn2c(NN=Cc3ccc(-c4ccccc4)cc3)cc(=O)n(C)c2=O)cc1, predict the reactants needed to synthesize it. The reactants are: COc1ccc(Cn2c(NN)cc(=O)n(C)c2=O)cc1.O=Cc1ccc(-c2ccccc2)cc1. (3) Given the product O=C1OC(CCO)C(OCc2ccccc2)=C1OCc1ccccc1, predict the reactants needed to synthesize it. The reactants are: BrCc1ccccc1.O=C1OC(CCO)C(O)=C1OCc1ccccc1. (4) Given the product Cc1nn(-c2ccc(Br)c(Cl)c2)c(C)c1Cc1ccc(C(=O)O)cc1, predict the reactants needed to synthesize it. The reactants are: COC(=O)c1ccc(Cc2c(C)nn(-c3ccc(Br)c(Cl)c3)c2C)cc1.